Dataset: Catalyst prediction with 721,799 reactions and 888 catalyst types from USPTO. Task: Predict which catalyst facilitates the given reaction. (1) Reactant: [F:1][C:2]1[CH:7]=[CH:6][C:5]([CH:8]([OH:22])[CH:9]([NH2:21])[CH2:10][C:11]2[CH:16]=[CH:15][C:14]([C:17]([F:20])([F:19])[F:18])=[CH:13][CH:12]=2)=[CH:4][CH:3]=1.[Br:23][CH2:24][C:25](Br)=[O:26].C(=O)([O-])O.[Na+]. Product: [Br:23][CH2:24][C:25]([NH:21][CH:9]([CH2:10][C:11]1[CH:16]=[CH:15][C:14]([C:17]([F:20])([F:19])[F:18])=[CH:13][CH:12]=1)[CH:8]([C:5]1[CH:4]=[CH:3][C:2]([F:1])=[CH:7][CH:6]=1)[OH:22])=[O:26]. The catalyst class is: 84. (2) Reactant: [Cl:1][C:2]1[CH:7]=[C:6]([CH3:8])[C:5]([N+:9]([O-])=O)=[CH:4][N:3]=1. Product: [Cl:1][C:2]1[N:3]=[CH:4][C:5]([NH2:9])=[C:6]([CH3:8])[CH:7]=1. The catalyst class is: 171. (3) The catalyst class is: 9. Product: [Cl:1][C:2]1[CH:7]=[CH:6][N:5]=[C:4]([CH2:8][NH:9][C:10]2[O:11][C:12]3[C:18]([O:19][CH3:20])=[CH:17][C:16]([C:21]([N:29]4[C@H:28]([CH2:31][CH2:32][OH:33])[CH2:27][O:26][C:25]([CH3:34])([CH3:24])[CH2:30]4)=[O:23])=[CH:15][C:13]=3[N:14]=2)[CH:3]=1. Reactant: [Cl:1][C:2]1[CH:7]=[CH:6][N:5]=[C:4]([CH2:8][NH:9][C:10]2[O:11][C:12]3[C:18]([O:19][CH3:20])=[CH:17][C:16]([C:21]([OH:23])=O)=[CH:15][C:13]=3[N:14]=2)[CH:3]=1.[CH3:24][C:25]1([CH3:34])[CH2:30][NH:29][C@H:28]([CH2:31][CH2:32][OH:33])[CH2:27][O:26]1.C(N(CC)C(C)C)(C)C.CN(C(ON1N=NC2C=CC=NC1=2)=[N+](C)C)C.F[P-](F)(F)(F)(F)F.